Dataset: Forward reaction prediction with 1.9M reactions from USPTO patents (1976-2016). Task: Predict the product of the given reaction. Given the reactants O.[NH2:2][NH2:3].[Cl:4][C:5]1[CH:10]=[C:9](I)[C:8]([S:12][CH2:13][CH3:14])=[CH:7][N:6]=1.ClC1C=CC(SCC)=CN=1, predict the reaction product. The product is: [Cl:4][C:5]1[CH:10]=[C:9]([NH:2][NH2:3])[C:8]([S:12][CH2:13][CH3:14])=[CH:7][N:6]=1.